From a dataset of Reaction yield outcomes from USPTO patents with 853,638 reactions. Predict the reaction yield, written as a fraction of the theoretical maximum amount of product (1.0 means a 100% yield; for example, 0.34 means a 34% yield). (1) The product is [Cl:26][C:27]1[CH:32]=[C:31]([C:33]([F:35])([F:34])[F:36])[CH:30]=[CH:29][C:28]=1[S:37]([NH:19][C:4]1[CH:5]=[CH:6][C:7]([S:8][C:9]2[CH:18]=[CH:17][C:16]3[C:11](=[CH:12][CH:13]=[CH:14][CH:15]=3)[CH:10]=2)=[C:2]([Cl:1])[CH:3]=1)(=[O:39])=[O:38]. The yield is 0.900. The catalyst is C1COCC1. The reactants are [Cl:1][C:2]1[CH:3]=[C:4]([NH2:19])[CH:5]=[CH:6][C:7]=1[S:8][C:9]1[CH:18]=[CH:17][C:16]2[C:11](=[CH:12][CH:13]=[CH:14][CH:15]=2)[CH:10]=1.N1C=CC=CC=1.[Cl:26][C:27]1[CH:32]=[C:31]([C:33]([F:36])([F:35])[F:34])[CH:30]=[CH:29][C:28]=1[S:37](Cl)(=[O:39])=[O:38]. (2) The reactants are C([O:5][C:6](=[O:29])[CH2:7][C:8]1[C:16]2[NH:15][C:14]([S:17][CH2:18][C:19]3[CH:24]=[CH:23][CH:22]=[CH:21][C:20]=3[C:25]([O:27][CH3:28])=[O:26])=[N:13][C:12]=2[CH:11]=[CH:10][CH:9]=1)(C)(C)C.FC(F)(F)C(O)=O. No catalyst specified. The product is [CH3:28][O:27][C:25]([C:20]1[CH:21]=[CH:22][CH:23]=[CH:24][C:19]=1[CH2:18][S:17][C:14]1[NH:15][C:16]2[C:8]([CH2:7][C:6]([OH:29])=[O:5])=[CH:9][CH:10]=[CH:11][C:12]=2[N:13]=1)=[O:26]. The yield is 0.640.